From a dataset of NCI-60 drug combinations with 297,098 pairs across 59 cell lines. Regression. Given two drug SMILES strings and cell line genomic features, predict the synergy score measuring deviation from expected non-interaction effect. (1) Drug 1: CCCCC(=O)OCC(=O)C1(CC(C2=C(C1)C(=C3C(=C2O)C(=O)C4=C(C3=O)C=CC=C4OC)O)OC5CC(C(C(O5)C)O)NC(=O)C(F)(F)F)O. Drug 2: C1=CC=C(C=C1)NC(=O)CCCCCCC(=O)NO. Cell line: T-47D. Synergy scores: CSS=56.3, Synergy_ZIP=0.730, Synergy_Bliss=-1.56, Synergy_Loewe=-0.0549, Synergy_HSA=2.25. (2) Drug 1: CCN(CC)CCCC(C)NC1=C2C=C(C=CC2=NC3=C1C=CC(=C3)Cl)OC. Drug 2: C(CCl)NC(=O)N(CCCl)N=O. Cell line: CAKI-1. Synergy scores: CSS=29.2, Synergy_ZIP=-8.34, Synergy_Bliss=-5.89, Synergy_Loewe=-2.65, Synergy_HSA=-2.48. (3) Drug 1: CC1=C(C(CCC1)(C)C)C=CC(=CC=CC(=CC(=O)O)C)C. Drug 2: C1=NNC2=C1C(=O)NC=N2. Cell line: BT-549. Synergy scores: CSS=-4.75, Synergy_ZIP=1.95, Synergy_Bliss=-0.547, Synergy_Loewe=-7.24, Synergy_HSA=-6.99. (4) Drug 1: C1CCC(CC1)NC(=O)N(CCCl)N=O. Drug 2: C1=NNC2=C1C(=O)NC=N2. Cell line: M14. Synergy scores: CSS=0.395, Synergy_ZIP=-1.25, Synergy_Bliss=-1.91, Synergy_Loewe=-3.02, Synergy_HSA=-2.97.